This data is from Forward reaction prediction with 1.9M reactions from USPTO patents (1976-2016). The task is: Predict the product of the given reaction. Given the reactants C([O:6][CH3:7])(OC)OC.[CH3:8][N:9]([CH3:19])[CH2:10][CH2:11][CH2:12][C:13]1[CH:17]=[C:16]([CH3:18])[NH:15][CH:14]=1.O.[OH-].[Na+], predict the reaction product. The product is: [CH3:19][N:9]([CH3:8])[CH2:10][CH2:11][CH2:12][C:13]1[CH:17]=[C:16]([CH3:18])[NH:15][C:14]=1[CH:7]=[O:6].